This data is from Reaction yield outcomes from USPTO patents with 853,638 reactions. The task is: Predict the reaction yield, written as a fraction of the theoretical maximum amount of product (1.0 means a 100% yield; for example, 0.34 means a 34% yield). The reactants are P(OCCN(CC1CCC1)CCCOC1C=C2C(C(NC3C=C(CC(NC4C=CC=C(F)C=4F)=O)NN=3)=NC=N2)=CC=1OC)(OC(C)(C)C)(OC(C)(C)C)=O.[CH:56]1([C:60](Cl)=[O:61])[CH2:59][CH2:58][CH2:57]1.[NH2:63][CH2:64][C:65]([O:67][CH2:68][CH3:69])=[O:66].C(N(CC)CC)C. The catalyst is ClCCl. The product is [CH:56]1([C:60]([NH:63][CH2:64][C:65]([O:67][CH2:68][CH3:69])=[O:66])=[O:61])[CH2:59][CH2:58][CH2:57]1. The yield is 1.00.